From a dataset of Forward reaction prediction with 1.9M reactions from USPTO patents (1976-2016). Predict the product of the given reaction. (1) Given the reactants [F:1][C:2]([F:13])([F:12])[C:3]1[CH:8]=[CH:7][C:6](B(O)O)=[CH:5][CH:4]=1.Br[C:15]1[S:19][C:18]([S:20]([N:23]2[CH:27]=[CH:26][CH:25]=[CH:24]2)(=[O:22])=[O:21])=[CH:17][CH:16]=1, predict the reaction product. The product is: [F:1][C:2]([F:13])([F:12])[C:3]1[CH:8]=[CH:7][C:6]([C:15]2[S:19][C:18]([S:20]([N:23]3[CH:27]=[CH:26][CH:25]=[CH:24]3)(=[O:21])=[O:22])=[CH:17][CH:16]=2)=[CH:5][CH:4]=1. (2) Given the reactants [Cl-:1].[NH4+:2].[H-].C([Al+]CC(C)C)C(C)C.[F:13][C:14]1[C:15]([C:20]#[N:21])=[N:16][CH:17]=[CH:18][CH:19]=1.CO, predict the reaction product. The product is: [ClH:1].[F:13][C:14]1[C:15]([C:20](=[NH:2])[NH2:21])=[N:16][CH:17]=[CH:18][CH:19]=1. (3) Given the reactants [Br:1][C:2]1[CH:3]=[C:4]2[C:9](=[CH:10][CH:11]=1)[C:8](=[O:12])[NH:7][CH:6]=[CH:5]2.C(=O)([O-])[O-].[K+].[K+].Br[CH2:20][CH2:21][CH2:22][Cl:23], predict the reaction product. The product is: [Br:1][C:2]1[CH:3]=[C:4]2[C:9](=[CH:10][CH:11]=1)[C:8](=[O:12])[N:7]([CH2:20][CH2:21][CH2:22][Cl:23])[CH:6]=[CH:5]2. (4) Given the reactants [CH2:1]([O:8][C:9]1[C:10]([C:25]([O:27]C)=[O:26])=[N:11][N:12]2[CH:17]([C:18]3[CH:23]=[CH:22][CH:21]=[CH:20][CH:19]=3)[CH2:16][NH:15][C:14](=[O:24])[C:13]=12)[C:2]1[CH:7]=[CH:6][CH:5]=[CH:4][CH:3]=1.[F:29][C:30]1[CH:37]=[CH:36][C:33]([CH2:34]Br)=[CH:32][CH:31]=1.[OH-].[Na+], predict the reaction product. The product is: [CH2:1]([O:8][C:9]1[C:10]([C:25]([OH:27])=[O:26])=[N:11][N:12]2[CH:17]([C:18]3[CH:23]=[CH:22][CH:21]=[CH:20][CH:19]=3)[CH2:16][N:15]([CH2:34][C:33]3[CH:36]=[CH:37][C:30]([F:29])=[CH:31][CH:32]=3)[C:14](=[O:24])[C:13]=12)[C:2]1[CH:3]=[CH:4][CH:5]=[CH:6][CH:7]=1. (5) The product is: [C:6]1([S:12]([C:13]2[CH:20]=[CH:19][C:16]([C:17]([OH:22])=[O:18])=[CH:15][CH:14]=2)=[O:25])[CH:7]=[CH:8][CH:9]=[CH:10][CH:11]=1. Given the reactants S(=O)(=O)(O)N.[C:6]1([S:12][C:13]2[CH:20]=[CH:19][C:16]([CH:17]=[O:18])=[CH:15][CH:14]=2)[CH:11]=[CH:10][CH:9]=[CH:8][CH:7]=1.Cl([O-])=[O:22].[Na+].[OH2:25], predict the reaction product. (6) Given the reactants C1C2C(COC(=O)[NH:17][C@H:18]([C:56]([OH:58])=O)[CH2:19][S:20][CH2:21][C@H:22]([O:40][C:41](=[O:55])[CH2:42][CH2:43][CH2:44][CH2:45][CH2:46][CH2:47][CH2:48][CH2:49][CH2:50][CH2:51][CH2:52][CH2:53][CH3:54])[CH2:23][O:24][C:25](=[O:39])[CH2:26][CH2:27][CH2:28][CH2:29][CH2:30][CH2:31][CH2:32][CH2:33][CH2:34][CH2:35][CH2:36][CH2:37][CH3:38])C3C(=CC=CC=3)C=2C=CC=1.[NH2:60][CH2:61][CH2:62][O:63][CH2:64][CH2:65][O:66][CH2:67][CH2:68][O:69][CH2:70][CH2:71][P:72](=[O:79])([O:76]CC)[O:73]CC, predict the reaction product. The product is: [NH2:17][C@@H:18]([CH2:19][S:20][CH2:21][C@H:22]([O:40][C:41](=[O:55])[CH2:42][CH2:43][CH2:44][CH2:45][CH2:46][CH2:47][CH2:48][CH2:49][CH2:50][CH2:51][CH2:52][CH2:53][CH3:54])[CH2:23][O:24][C:25](=[O:39])[CH2:26][CH2:27][CH2:28][CH2:29][CH2:30][CH2:31][CH2:32][CH2:33][CH2:34][CH2:35][CH2:36][CH2:37][CH3:38])[C:56](=[O:58])[NH:60][CH2:61][CH2:62][O:63][CH2:64][CH2:65][O:66][CH2:67][CH2:68][O:69][CH2:70][CH2:71][P:72](=[O:73])([OH:79])[OH:76].